This data is from Forward reaction prediction with 1.9M reactions from USPTO patents (1976-2016). The task is: Predict the product of the given reaction. Given the reactants Br[C:2]1[CH:7]=[CH:6][C:5]([Cl:8])=[C:4]([O:9][CH:10]([CH3:12])[CH3:11])[CH:3]=1.C([N:20]1[CH2:25][CH2:24][NH:23][CH2:22][CH2:21]1)(OC(C)(C)C)=O.CC(C)([O-])C.[Na+], predict the reaction product. The product is: [Cl:8][C:5]1[CH:6]=[CH:7][C:2]([N:20]2[CH2:25][CH2:24][NH:23][CH2:22][CH2:21]2)=[CH:3][C:4]=1[O:9][CH:10]([CH3:12])[CH3:11].